From a dataset of Full USPTO retrosynthesis dataset with 1.9M reactions from patents (1976-2016). Predict the reactants needed to synthesize the given product. (1) Given the product [F:17][C:14]1[CH:13]=[CH:12][C:11]([O:10][CH2:9][C:8](=[O:18])[C:1]#[CH:2])=[CH:16][CH:15]=1, predict the reactants needed to synthesize it. The reactants are: [C:1]([Mg]Br)#[CH:2].CON(C)[C:8](=[O:18])[CH2:9][O:10][C:11]1[CH:16]=[CH:15][C:14]([F:17])=[CH:13][CH:12]=1.CCOCC. (2) Given the product [C:1]([O:5][C:6](=[O:22])[NH:7][C:8]1[CH:13]=[C:12]([N:14]([CH3:16])[CH3:15])[C:11]([C:17]([F:20])([F:19])[F:18])=[CH:10][C:9]=1[NH:21][C:28](=[O:27])[CH2:29][C:30](=[O:43])[C:31]1[CH:36]=[CH:35][CH:34]=[C:33]([C:37]2[CH:42]=[N:41][CH:40]=[CH:39][N:38]=2)[CH:32]=1)([CH3:4])([CH3:2])[CH3:3], predict the reactants needed to synthesize it. The reactants are: [C:1]([O:5][C:6](=[O:22])[NH:7][C:8]1[CH:13]=[C:12]([N:14]([CH3:16])[CH3:15])[C:11]([C:17]([F:20])([F:19])[F:18])=[CH:10][C:9]=1[NH2:21])([CH3:4])([CH3:3])[CH3:2].C([O:27][C:28](=O)[CH2:29][C:30](=[O:43])[C:31]1[CH:36]=[CH:35][CH:34]=[C:33]([C:37]2[CH:42]=[N:41][CH:40]=[CH:39][N:38]=2)[CH:32]=1)(C)(C)C. (3) Given the product [Cl:1][C:2]1[CH:7]=[C:6]([O:8][C:9]2[C:18]3[C:13](=[CH:14][C:15]([O:21][CH2:22][CH:23]4[CH2:24][CH2:25][N:26]([CH3:38])[CH2:27][CH2:28]4)=[C:16]([C:19]#[N:20])[CH:17]=3)[N:12]=[CH:11][CH:10]=2)[CH:5]=[CH:4][C:3]=1[NH:29][C:30]([NH:32][CH:33]1[CH2:35][CH2:34]1)=[O:31], predict the reactants needed to synthesize it. The reactants are: [Cl:1][C:2]1[CH:7]=[C:6]([O:8][C:9]2[C:18]3[C:13](=[CH:14][C:15]([O:21][CH2:22][CH:23]4[CH2:28][CH2:27][NH:26][CH2:25][CH2:24]4)=[C:16]([C:19]#[N:20])[CH:17]=3)[N:12]=[CH:11][CH:10]=2)[CH:5]=[CH:4][C:3]=1[NH:29][C:30]([NH:32][CH:33]1[CH2:35][CH2:34]1)=[O:31].C=O.[C:38](O)(=O)C.C([BH3-])#N.[Na+].C(=O)(O)[O-].[Na+]. (4) Given the product [CH3:1][O:2][C:3]1[C:8]([C:9]2[CH:14]=[CH:13][C:12]([O:15][CH3:16])=[CH:11][CH:10]=2)=[CH:7][C:6]([CH2:17][NH:18][CH:19]([C:30]2[CH:31]=[CH:32][N:27]=[CH:28][CH:29]=2)[CH3:20])=[CH:5][CH:4]=1, predict the reactants needed to synthesize it. The reactants are: [CH3:1][O:2][C:3]1[C:8]([C:9]2[CH:14]=[CH:13][C:12]([O:15][CH3:16])=[CH:11][CH:10]=2)=[CH:7][C:6]([CH2:17][NH:18][CH:19](C2C=NC=CC=2)[CH3:20])=[CH:5][CH:4]=1.[N:27]1[CH:32]=[CH:31][C:30](C(N)C)=[CH:29][CH:28]=1.COC1C(C2C=CC(OC)=CC=2)=CC(C=O)=CC=1.C(O[BH-](OC(=O)C)OC(=O)C)(=O)C.[Na+].